Task: Predict the reaction yield, written as a fraction of the theoretical maximum amount of product (1.0 means a 100% yield; for example, 0.34 means a 34% yield).. Dataset: Reaction yield outcomes from USPTO patents with 853,638 reactions (1) The reactants are [Br:1][C:2]1[CH:7]=[CH:6][C:5]([N:8]2[CH2:13][CH2:12][NH:11][CH2:10][CH2:9]2)=[C:4]([O:14][CH3:15])[CH:3]=1.[C:16](O)(=O)C.C=O.C([BH3-])#N.[Na+]. The catalyst is CO. The product is [Br:1][C:2]1[CH:7]=[CH:6][C:5]([N:8]2[CH2:9][CH2:10][N:11]([CH3:16])[CH2:12][CH2:13]2)=[C:4]([O:14][CH3:15])[CH:3]=1. The yield is 0.960. (2) The reactants are [CH2:1]([O:3][C:4]1([C:7]2[CH:12]=[CH:11][C:10]([C:13]#[CH:14])=[CH:9][C:8]=2[C:15]([CH3:18])([CH3:17])[CH3:16])[CH2:6][CH2:5]1)[CH3:2].[CH2:19]([O:21][C:22](=[O:30])[C:23]1[CH:28]=[CH:27][C:26](I)=[CH:25][CH:24]=1)[CH3:20]. The catalyst is C(N(CC)CC)C.[Cu]I.Cl[Pd](Cl)([P](C1C=CC=CC=1)(C1C=CC=CC=1)C1C=CC=CC=1)[P](C1C=CC=CC=1)(C1C=CC=CC=1)C1C=CC=CC=1. The product is [CH2:1]([O:3][C:4]1([C:7]2[CH:12]=[CH:11][C:10]([C:13]#[C:14][C:26]3[CH:27]=[CH:28][C:23]([C:22]([O:21][CH2:19][CH3:20])=[O:30])=[CH:24][CH:25]=3)=[CH:9][C:8]=2[C:15]([CH3:17])([CH3:16])[CH3:18])[CH2:6][CH2:5]1)[CH3:2]. The yield is 0.730. (3) The reactants are N(C(OCC)=O)=NC(OCC)=O.[F:13][C:14]1[C:22]([O:23][C:24]2[C:33]3[C:28](=[CH:29][C:30]([O:35][CH3:36])=[C:31]([OH:34])[CH:32]=3)[N:27]=[CH:26][N:25]=2)=[CH:21][CH:20]=[C:19]2[C:15]=1[CH:16]=[C:17]([CH3:37])[NH:18]2.C1(P(C2C=CC=CC=2)C2C=CC=CC=2)C=CC=CC=1.[Br:57][CH2:58][CH2:59][CH2:60]O.CCOC(/N=N/C(OCC)=O)=O. The catalyst is C(Cl)Cl. The product is [Br:57][CH2:58][CH2:59][CH2:60][O:34][C:31]1[CH:32]=[C:33]2[C:28](=[CH:29][C:30]=1[O:35][CH3:36])[N:27]=[CH:26][N:25]=[C:24]2[O:23][C:22]1[C:14]([F:13])=[C:15]2[C:19](=[CH:20][CH:21]=1)[NH:18][C:17]([CH3:37])=[CH:16]2. The yield is 0.730.